From a dataset of Forward reaction prediction with 1.9M reactions from USPTO patents (1976-2016). Predict the product of the given reaction. Given the reactants [Cl:1][C:2]1[CH:3]=[C:4]([CH:17]=[CH:18][CH:19]=1)[O:5][CH2:6][C:7]([N:9]([CH3:16])[CH:10]1[CH2:15][CH2:14][NH:13][CH2:12][CH2:11]1)=[O:8].[F:20][C:21]([F:36])([F:35])[C:22]1[CH:27]=[CH:26][C:25]([N:28]2[CH:32]=[CH:31][C:30]([CH:33]=O)=[CH:29]2)=[CH:24][CH:23]=1.C(O[BH-](OC(=O)C)OC(=O)C)(=O)C.[Na+].C([O-])(O)=O.[Na+], predict the reaction product. The product is: [Cl:1][C:2]1[CH:3]=[C:4]([CH:17]=[CH:18][CH:19]=1)[O:5][CH2:6][C:7]([N:9]([CH3:16])[CH:10]1[CH2:15][CH2:14][N:13]([CH2:33][C:30]2[CH:31]=[CH:32][N:28]([C:25]3[CH:26]=[CH:27][C:22]([C:21]([F:36])([F:20])[F:35])=[CH:23][CH:24]=3)[CH:29]=2)[CH2:12][CH2:11]1)=[O:8].